From a dataset of Full USPTO retrosynthesis dataset with 1.9M reactions from patents (1976-2016). Predict the reactants needed to synthesize the given product. (1) The reactants are: CC1C=CC(S(O[C@@H:12]2[CH2:16][CH2:15][O:14][CH2:13]2)(=O)=O)=CC=1.[Br:17][C:18]1[CH:19]=[N:20][NH:21][CH:22]=1.C(=O)([O-])[O-].[Cs+].[Cs+]. Given the product [Br:17][C:18]1[CH:19]=[N:20][N:21]([C@H:12]2[CH2:16][CH2:15][O:14][CH2:13]2)[CH:22]=1, predict the reactants needed to synthesize it. (2) Given the product [NH:1]1[CH2:6][CH2:5][O:4][C@@H:3]2[CH2:7][N:8]([C:11]([O:13][CH2:14][C:15]3[CH:20]=[CH:19][CH:18]=[CH:17][CH:16]=3)=[O:12])[CH2:9][CH2:10][C@@H:2]12.[C:28]([OH:34])([C:30]([F:33])([F:32])[F:31])=[O:29], predict the reactants needed to synthesize it. The reactants are: [N:1]1(C(OC(C)(C)C)=O)[CH2:6][CH2:5][O:4][C@@H:3]2[CH2:7][N:8]([C:11]([O:13][CH2:14][C:15]3[CH:20]=[CH:19][CH:18]=[CH:17][CH:16]=3)=[O:12])[CH2:9][CH2:10][C@@H:2]12.[C:28]([OH:34])([C:30]([F:33])([F:32])[F:31])=[O:29]. (3) Given the product [CH3:28][C:29]1([CH3:44])[O:34][CH2:33][CH2:32][C:31]([C:2]2[N:7]=[CH:6][C:5]3[O:8][C:9]4[C:14]([C@@:15]5([CH2:19][O:18][C:17]([NH2:20])=[N:16]5)[C:4]=3[CH:3]=2)=[CH:13][C:12]([C:21]2[CH:22]=[N:23][CH:24]=[C:25]([F:27])[CH:26]=2)=[CH:11][CH:10]=4)=[CH:30]1, predict the reactants needed to synthesize it. The reactants are: Cl[C:2]1[N:7]=[CH:6][C:5]2[O:8][C:9]3[C:14]([C@@:15]4([CH2:19][O:18][C:17]([NH2:20])=[N:16]4)[C:4]=2[CH:3]=1)=[CH:13][C:12]([C:21]1[CH:22]=[N:23][CH:24]=[C:25]([F:27])[CH:26]=1)=[CH:11][CH:10]=3.[CH3:28][C:29]1([CH3:44])[O:34][CH2:33][CH2:32][C:31](B2OC(C)(C)C(C)(C)O2)=[CH:30]1.O1CCOCC1. (4) Given the product [CH:1]1([N:5]2[CH2:11][CH2:10][C:9]3[CH:12]=[CH:13][C:14]([NH:16][C:23](=[O:24])[O:25][CH2:26][C:27]4[CH:32]=[CH:31][CH:30]=[CH:29][CH:28]=4)=[CH:15][C:8]=3[CH2:7][CH2:6]2)[CH2:4][CH2:3][CH2:2]1, predict the reactants needed to synthesize it. The reactants are: [CH:1]1([N:5]2[CH2:11][CH2:10][C:9]3[CH:12]=[CH:13][C:14]([NH2:16])=[CH:15][C:8]=3[CH2:7][CH2:6]2)[CH2:4][CH2:3][CH2:2]1.C(=O)([O-])O.[Na+].Cl[C:23]([O:25][CH2:26][C:27]1[CH:32]=[CH:31][CH:30]=[CH:29][CH:28]=1)=[O:24]. (5) Given the product [Cl:1][C:2]1[CH:3]=[C:4]([C:13]([OH:15])=[O:14])[C:5]2[O:9][C:8]([CH3:11])([CH3:10])[C:7](=[O:17])[C:6]=2[CH:12]=1, predict the reactants needed to synthesize it. The reactants are: [Cl:1][C:2]1[CH:3]=[C:4]([C:13]([OH:15])=[O:14])[C:5]2[O:9][C:8]([CH3:11])([CH3:10])[CH2:7][C:6]=2[CH:12]=1.S(OOS([O-])(=O)=O)([O-])(=O)=[O:17].[K+].[K+].C(#N)C.O.C(OCC)(=O)C.